This data is from Full USPTO retrosynthesis dataset with 1.9M reactions from patents (1976-2016). The task is: Predict the reactants needed to synthesize the given product. (1) Given the product [Cl:15][C:12]1[CH:13]=[CH:14][C:9]([C:7]2[N:26]=[C:25]([C:22]3([C:16]4[CH:21]=[CH:20][CH:19]=[CH:18][CH:17]=4)[CH2:23][CH2:24]3)[S:27][C:2]=2[CH2:3][C:4]([OH:6])=[O:5])=[CH:10][CH:11]=1, predict the reactants needed to synthesize it. The reactants are: Br[CH:2]([C:7]([C:9]1[CH:14]=[CH:13][C:12]([Cl:15])=[CH:11][CH:10]=1)=O)[CH2:3][C:4]([OH:6])=[O:5].[C:16]1([C:22]2([C:25](=[S:27])[NH2:26])[CH2:24][CH2:23]2)[CH:21]=[CH:20][CH:19]=[CH:18][CH:17]=1. (2) Given the product [OH:36][C@H:34]([CH3:35])[CH2:33][NH:32][C:28]([C:26]1[NH:27][C:23]([C:8]2[CH:9]=[C:10]([O:12][C:13]3[CH:14]=[CH:15][C:16]([S:19]([CH3:22])(=[O:20])=[O:21])=[CH:17][CH:18]=3)[CH:11]=[C:6]([O:5][C@@H:4]([CH3:31])[CH2:3][O:2][CH3:1])[CH:7]=2)=[CH:24][CH:25]=1)=[O:30], predict the reactants needed to synthesize it. The reactants are: [CH3:1][O:2][CH2:3][C@H:4]([CH3:31])[O:5][C:6]1[CH:7]=[C:8]([C:23]2[NH:27][C:26]([C:28]([OH:30])=O)=[CH:25][CH:24]=2)[CH:9]=[C:10]([O:12][C:13]2[CH:18]=[CH:17][C:16]([S:19]([CH3:22])(=[O:21])=[O:20])=[CH:15][CH:14]=2)[CH:11]=1.[NH2:32][CH2:33][C@H:34]([OH:36])[CH3:35].CCN=C=NCCCN(C)C.Cl.Cl. (3) Given the product [OH:21][C:14]1[CH:13]=[CH:12][C:11]([C:1]2[CH:6]=[CH:5][CH:4]=[CH:3][CH:2]=2)=[CH:20][C:15]=1[C:16]([O:18][CH3:19])=[O:17], predict the reactants needed to synthesize it. The reactants are: [C:1]1(B(O)O)[CH:6]=[CH:5][CH:4]=[CH:3][CH:2]=1.Br[C:11]1[CH:12]=[CH:13][C:14]([OH:21])=[C:15]([CH:20]=1)[C:16]([O:18][CH3:19])=[O:17].O.C(=O)([O-])[O-].[K+].[K+]. (4) Given the product [Cl:1][C:2]1[N:7]=[C:6]([NH:19][CH:17]([C:14]2[CH:15]=[CH:16][C:11]([OH:10])=[CH:12][CH:13]=2)[CH3:18])[C:5]([F:9])=[CH:4][N:3]=1, predict the reactants needed to synthesize it. The reactants are: [Cl:1][C:2]1[N:7]=[C:6](Cl)[C:5]([F:9])=[CH:4][N:3]=1.[OH:10][C:11]1[CH:16]=[CH:15][C:14]([CH:17]([NH2:19])[CH3:18])=[CH:13][CH:12]=1. (5) Given the product [N:4]1[CH:5]=[CH:6][N:7]=[CH:8][C:3]=1[CH2:2][N:21]1[C:29]2[C:24](=[CH:25][CH:26]=[CH:27][CH:28]=2)[C@:23]2([C:41]3[C:32](=[CH:33][C:34]4[O:39][CH2:38][C:37](=[O:53])[O:36][C:35]=4[CH:40]=3)[O:31][CH2:30]2)[CH2:22]1, predict the reactants needed to synthesize it. The reactants are: Cl[CH2:2][C:3]1[CH:8]=[N:7][CH:6]=[CH:5][N:4]=1.ClCC1C(C(F)(F)F)=NC=CC=1.[NH:21]1[C:29]2[C:24](=[CH:25][CH:26]=[CH:27][CH:28]=2)[C@@:23]2([C:41]3[C:32](=[CH:33][C:34]4[O:39][CH2:38][CH2:37][O:36][C:35]=4[CH:40]=3)[O:31][CH2:30]2)[C:22]1=O.N1C2C(=CC=CC=2)C2(C3C(=CC4OCCOC=4C=3)[O:53]C2)C1=O. (6) Given the product [CH:5]([C:8]1[C:13](=[O:14])[NH:12][C:11](=[O:16])[NH:10][C:9]=1[C:18]1[CH:19]=[N:20][C:21]2[C:26]([CH:27]=1)=[CH:25][CH:24]=[CH:23][CH:22]=2)([CH3:7])[CH3:6], predict the reactants needed to synthesize it. The reactants are: C(Br)(C)=O.[CH:5]([C:8]1[C:9]([C:18]2[CH:19]=[N:20][C:21]3[C:26]([CH:27]=2)=[CH:25][CH:24]=[CH:23][CH:22]=3)=[N:10][C:11]([O:16]C)=[N:12][C:13]=1[O:14]C)([CH3:7])[CH3:6].